This data is from Experimentally validated miRNA-target interactions with 360,000+ pairs, plus equal number of negative samples. The task is: Binary Classification. Given a miRNA mature sequence and a target amino acid sequence, predict their likelihood of interaction. (1) The miRNA is hsa-miR-541-5p with sequence AAAGGAUUCUGCUGUCGGUCCCACU. The protein sequence of the target gene is MAANVFPFRDARAAPDPVLEAGPVAHGPLPVPLVLDNGSFQVRAGWACPGQDPGPEPRLQFRAVCARGRGGARGASGPQVGNALGSLEPLRWMLRSPFDRNVPVNLELQELLLDYSFQHLGVSSQGCVDHPIVLTEAVCNPLYSRQMMSELLFECYGIPKVAYGIDSLFSFYHNKPKNSMCSGLIISSGYQCTHVLPILEGRLDAKNCKRINLGGSQAAGYLQRLLQLKYPGHLAAITLSRMEEILHEHSYIAEDYVEELHKWRCPDYYENNVHKMQLPFSSKLLGSTLTSEEKQERRQQ.... Result: 0 (no interaction). (2) The miRNA is hsa-miR-3619-5p with sequence UCAGCAGGCAGGCUGGUGCAGC. The protein sequence of the target gene is MAVSLDDDVPLILTLDEGGSAPLAPSNGLGQEELPSKNGGSYAIHDSQAPSLSSGGESSPSSPAHNWEMNYQEAAIYLQEGENNDKFFTHPKDAKALAAYLFAHNHLFYLMELATALLLLLLSLCEAPAVPALRLGIYVHATLELFALMVVVFELCMKLRWLGLHTFIRHKRTMVKTSVLVVQFVEAIVVLVRQMSHVRVTRALRCIFLVDCRYCGGVRRNLRQIFQSLPPFMDILLLLLFFMIIFAILGFYLFSPNPSDPYFSTLENSIVSLFVLLTTANFPDVMMPSYSRNPWSCVFF.... Result: 0 (no interaction). (3) The miRNA is hsa-miR-5087 with sequence GGGUUUGUAGCUUUGCUGGCAUG. The protein sequence of the target gene is MAATDIARQVGEGCRTVPLAGHVGFDSLPDQLVNKSVSQGFCFNILCVGETGLGKSTLMDTLFNTKFEGEPATHTQPGVQLQSNTYDLQESNVRLKLTIVSTVGFGDQINKEDSYKPIVEFIDAQFEAYLQEELKIRRVLHTYHDSRIHVCLYFIAPTGHSLKSLDLVTMKKLDSKVNIIPIIAKADAISKSELTKFKIKITSELVSNGVQIYQFPTDDESVAEINGTMNAHLPFAVIGSTEELKIGNKMMRARQYPWGTVQVENEAHCDFVKLREMLIRVNMEDLREQTHTRHYELYRR.... Result: 1 (interaction). (4) The miRNA is hsa-miR-6751-5p with sequence UUGGGGGUGAGGUUGGUGUCUGG. The protein sequence of the target gene is MHSDAAAVNFQLNSHLSTLANIHKIYHTLNKLNLTEDIGQDDHQTGSLRSCSSSDCFNKVMPPRKKRRPASGDDLSAKKSRHDSMYRKYDSTRIKTEEEAFSSKRCLEWFYEYAGTDDVVGPEGMEKFCEDIGVEPENVVMLVLAWKLDAQNMGYFTLQEWLKGMTSLQCDTTEKLRNTLDYLRSFLNDSTNFKLIYRYAFDFAREKDQRSLDINTAKCMLGLLLGKIWPLFPVFHQFLEQSKYKVINKDQWCNVLEFSRTINLDLSNYDEDGAWPVLLDEFVEWYKDKQMS. Result: 0 (no interaction). (5) The miRNA is hsa-miR-4307 with sequence AAUGUUUUUUCCUGUUUCC. The protein sequence of the target gene is MDPLGAPSQFVDVDTLPSWGDSCQDELNSSDTTAEIFQEDTVRSPFLYNKDVNGKVVLWKGDVALLNCTAIVNTSNESLTDKNPVSESIFMLAGPDLKEDLQKLKGCRTGEAKLTKGFNLAARFIIHTVGPKYKSRYRTAAESSLYSCYRNVLQLAKEQSMSSVGFCVINSAKRGYPLEDATHIALRTVRRFLEIHGETIEKVVFAVSDLEEGTYQKLLPLYFPRSLKEENRSLPYLPADIGNAEGEPVVPERQIRISEKPGAPEDNQEEEDEGLGVDLSFIGSHAFARMEGDIDKQRKL.... Result: 1 (interaction). (6) The miRNA is dme-miR-312-3p with sequence UAUUGCACUUGAGACGGCCUGA. The protein sequence of the target gene is MCKGLAGLPASCLRSAKDMKHRLGFLLQKSDSCEHSSSHSKKDKVVTCQRVSQEEVKKWAESLENLIHHECGLAAFKAFLKSEYSEENIDFWISCEEYKKIKSPSKLSPKAKKIYNEFISVQATKEVNLDSCTREETSRNMLQPTITCFDEAQKKIFNLMERDSYRRFLKSRFYLDLTNPSSCGAEKQKGAKSSADCTSLVSQCA. Result: 0 (no interaction).